The task is: Binary classification across 12 toxicity assays.. This data is from Tox21: 12 toxicity assays (nuclear receptors and stress response pathways). (1) The molecule is CCC[C@@H]1O[C@@H]2C[C@H]3[C@@H]4CCC5=CC(=O)C=C[C@]5(C)[C@H]4[C@@H](O)C[C@]3(C)[C@]2(C(=O)CO)O1. It tested positive (active) for: NR-AR (Androgen Receptor agonist activity), NR-AR-LBD (Androgen Receptor Ligand Binding Domain agonist), and SR-ARE (Antioxidant Response Element (oxidative stress)). (2) The molecule is OCc1c2ccccc2cc2ccccc12. It tested positive (active) for: NR-ER (Estrogen Receptor agonist activity), and SR-MMP (Mitochondrial Membrane Potential disruption). (3) The molecule is Cc1cccc(C)c1Nc1ncccc1C(=O)O. It tested positive (active) for: NR-AhR (Aryl hydrocarbon Receptor agonist activity), SR-ATAD5 (ATAD5 genotoxicity (DNA damage)), and SR-MMP (Mitochondrial Membrane Potential disruption). (4) The drug is O=C1CCc2cc(OCCCCc3nnnn3C3CCCCC3)ccc2N1. It tested positive (active) for: SR-ARE (Antioxidant Response Element (oxidative stress)). (5) The compound is CC[C@H](C)C(=O)O[C@H]1C[C@@H](C)C=C2C=C[C@H](C)[C@H](CC[C@@H]3C[C@@H](O)CC(=O)O3)[C@H]21. It tested positive (active) for: NR-Aromatase (Aromatase enzyme inhibition), SR-ARE (Antioxidant Response Element (oxidative stress)), and SR-MMP (Mitochondrial Membrane Potential disruption).